Dataset: Full USPTO retrosynthesis dataset with 1.9M reactions from patents (1976-2016). Task: Predict the reactants needed to synthesize the given product. Given the product [CH:20]1([C:18]([N:16]2[CH2:17][CH:14]([CH2:13][N:12]3[CH:11]=[N:10][N:9]=[C:8]3[C:5]3[CH:6]=[CH:7][C:2]([C:47]4[CH:55]=[CH:54][C:50]5[N:51]=[CH:52][S:53][C:49]=5[CH:48]=4)=[CH:3][CH:4]=3)[CH2:15]2)=[O:19])[CH2:22][CH2:21]1, predict the reactants needed to synthesize it. The reactants are: Br[C:2]1[CH:7]=[CH:6][C:5]([C:8]2[N:12]([CH2:13][CH:14]3[CH2:17][N:16]([C:18]([CH:20]4[CH2:22][CH2:21]4)=[O:19])[CH2:15]3)[CH:11]=[N:10][N:9]=2)=[CH:4][CH:3]=1.B1(B2OC(C)(C)C(C)(C)O2)OC(C)(C)C(C)(C)O1.CC([O-])=O.[K+].Br[C:47]1[CH:55]=[CH:54][C:50]2[N:51]=[CH:52][S:53][C:49]=2[CH:48]=1.C([O-])([O-])=O.[K+].[K+].